This data is from Forward reaction prediction with 1.9M reactions from USPTO patents (1976-2016). The task is: Predict the product of the given reaction. (1) Given the reactants Br[C:2]1[CH:8]=[CH:7][C:6]([C:9]([F:12])([F:11])[F:10])=[CH:5][C:3]=1[NH2:4].B1(B2OC(C)(C)C(C)(C)O2)OC(C)(C)C(C)(C)O1.C([O-])(=O)C.[K+].I[C:37]1[CH:42]=[CH:41][C:40]([CH2:43][C:44]([O:46][CH2:47][CH3:48])=[O:45])=[CH:39][C:38]=1[C:49]1[CH:54]=[CH:53][C:52]([C:55]([F:58])([F:57])[F:56])=[CH:51][CH:50]=1.C(=O)([O-])[O-].[Na+].[Na+], predict the reaction product. The product is: [F:56][C:55]([F:57])([F:58])[C:52]1[CH:51]=[CH:50][C:49]([C:38]2[CH:39]=[C:40]([CH2:43][C:44]([O:46][CH2:47][CH3:48])=[O:45])[CH:41]=[CH:42][C:37]=2[C:2]2[CH:8]=[CH:7][C:6]([C:9]([F:12])([F:11])[F:10])=[CH:5][C:3]=2[NH2:4])=[CH:54][CH:53]=1. (2) Given the reactants [CH3:1][O:2][C:3](=[O:12])[C:4]1[CH:9]=[CH:8][C:7](Br)=[CH:6][C:5]=1[Cl:11].[C:13]([Sn](CCCC)(CCCC)CCCC)([CH3:15])=[CH2:14], predict the reaction product. The product is: [CH3:1][O:2][C:3](=[O:12])[C:4]1[CH:9]=[CH:8][C:7]([C:13]([CH3:15])=[CH2:14])=[CH:6][C:5]=1[Cl:11]. (3) Given the reactants [CH3:1][N:2]1[C:6]2[CH:7]=[CH:8][C:9]([C:11](O)=[O:12])=[CH:10][C:5]=2[N:4]=[C:3]1[NH:14][C:15]1[S:16][C:17]2[CH:23]=[C:22]([O:24][C:25]([F:28])([F:27])[F:26])[CH:21]=[CH:20][C:18]=2[N:19]=1.[CH2:29]([O:31][CH:32]([CH3:35])[CH2:33][NH2:34])[CH3:30].CN(C(ON1N=NC2C=CC=CC1=2)=[N+](C)C)C.F[P-](F)(F)(F)(F)F.CCN(C(C)C)C(C)C, predict the reaction product. The product is: [CH2:29]([O:31][CH:32]([CH3:35])[CH2:33][NH:34][C:11]([C:9]1[CH:8]=[CH:7][C:6]2[N:2]([CH3:1])[C:3]([NH:14][C:15]3[S:16][C:17]4[CH:23]=[C:22]([O:24][C:25]([F:26])([F:28])[F:27])[CH:21]=[CH:20][C:18]=4[N:19]=3)=[N:4][C:5]=2[CH:10]=1)=[O:12])[CH3:30]. (4) Given the reactants [CH:1]([C:4]1[CH:9]=[CH:8][C:7]([C:10]2[S:14][C:13]([C:15]3[CH:16]=[C:17]([CH:23]=[CH:24][CH:25]=3)[C:18]([O:20]CC)=[O:19])=[CH:12][CH:11]=2)=[CH:6][CH:5]=1)([CH3:3])[CH3:2].O[Li].O.Cl, predict the reaction product. The product is: [CH:1]([C:4]1[CH:5]=[CH:6][C:7]([C:10]2[S:14][C:13]([C:15]3[CH:16]=[C:17]([CH:23]=[CH:24][CH:25]=3)[C:18]([OH:20])=[O:19])=[CH:12][CH:11]=2)=[CH:8][CH:9]=1)([CH3:3])[CH3:2].